Predict the product of the given reaction. From a dataset of Forward reaction prediction with 1.9M reactions from USPTO patents (1976-2016). (1) Given the reactants [I:1][C:2]1[CH:7]=[CH:6][C:5]([O:8][CH3:9])=[CH:4][C:3]=1[S:10][C:11]1[NH:12][C:13]2[C:18]([N:19]=1)=[C:17]([NH2:20])[N:16]=[CH:15][N:14]=2.Cl[CH2:22][C:23](=[O:25])[CH3:24].C([O-])([O-])=O.[Cs+].[Cs+].CO, predict the reaction product. The product is: [NH2:20][C:17]1[N:16]=[CH:15][N:14]=[C:13]2[C:18]=1[N:19]=[C:11]([S:10][C:3]1[CH:4]=[C:5]([O:8][CH3:9])[CH:6]=[CH:7][C:2]=1[I:1])[N:12]2[CH2:22][C:23](=[O:25])[CH3:24]. (2) Given the reactants [Br:1][C:2]1[CH:3]=[CH:4][C:5]2[C:9]([CH:10]=1)=[N:8][N:7]([C:11]1[CH:16]=[CH:15][C:14]([C:17]([F:20])([F:19])[F:18])=[CH:13][CH:12]=1)[C:6]=2Cl.[OH-:22].[K+], predict the reaction product. The product is: [Br:1][C:2]1[CH:10]=[C:9]2[C:5]([C:6](=[O:22])[N:7]([C:11]3[CH:16]=[CH:15][C:14]([C:17]([F:20])([F:19])[F:18])=[CH:13][CH:12]=3)[NH:8]2)=[CH:4][CH:3]=1. (3) Given the reactants C([O:8][CH2:9][C@H:10]1[N:15]([CH3:16])[C:14](=[O:17])[CH2:13][O:12][CH2:11]1)C1C=CC=CC=1.[H][H], predict the reaction product. The product is: [OH:8][CH2:9][C@H:10]1[N:15]([CH3:16])[C:14](=[O:17])[CH2:13][O:12][CH2:11]1. (4) Given the reactants O=C1C2C(=CC=CC=2)C(=O)[N:3]1[O:12][CH2:13][C:14]([O:16][C:17]([CH3:20])([CH3:19])[CH3:18])=[O:15].O.NN, predict the reaction product. The product is: [NH2:3][O:12][CH2:13][C:14]([O:16][C:17]([CH3:20])([CH3:19])[CH3:18])=[O:15]. (5) Given the reactants [CH3:1][O:2][C:3]1[CH:4]=[C:5]([CH:32]=[CH:33][C:34]=1[O:35][CH3:36])[CH2:6][CH:7]1[C:13]2[CH:14]=[C:15]([O:20][CH3:21])[C:16]([O:18][CH3:19])=[CH:17][C:12]=2[CH2:11][CH2:10][CH2:9][N:8]1[CH:22]([C:26]1[CH:31]=[CH:30][CH:29]=[CH:28][CH:27]=1)[C:23](O)=[O:24].Cl.[S:38]1[CH:42]=[C:41]([C:43]2[CH:50]=[CH:49][C:46]([CH2:47][NH2:48])=[CH:45][CH:44]=2)[N:40]=[N:39]1, predict the reaction product. The product is: [CH3:1][O:2][C:3]1[CH:4]=[C:5]([CH:32]=[CH:33][C:34]=1[O:35][CH3:36])[CH2:6][CH:7]1[C:13]2[CH:14]=[C:15]([O:20][CH3:21])[C:16]([O:18][CH3:19])=[CH:17][C:12]=2[CH2:11][CH2:10][CH2:9][N:8]1[CH:22]([C:26]1[CH:31]=[CH:30][CH:29]=[CH:28][CH:27]=1)[C:23]([NH:48][CH2:47][C:46]1[CH:45]=[CH:44][C:43]([C:41]2[N:40]=[N:39][S:38][CH:42]=2)=[CH:50][CH:49]=1)=[O:24]. (6) Given the reactants N.F[C:3](F)(F)[C:4]([NH:6][CH2:7][CH2:8][CH2:9][N:10]([CH3:28])[CH2:11][CH2:12][CH2:13][NH:14][C:15]1[N:16]=[N+:17]([O-:27])[C:18]2[CH:25]=[C:24]([CH3:26])[CH:23]=[CH:22][C:19]=2[N+:20]=1[O-:21])=[O:5].N1(C(C2[CH:39]=[CH:40][CH:41]=[C:42]3[C:47]=2[N:46]=[C:45]([C:48]2[CH:53]=[CH:52][N:51]=[CH:50][CH:49]=2)[CH:44]=[CH:43]3)=O)C=CN=C1, predict the reaction product. The product is: [CH3:28][N:10]([CH2:11][CH2:12][CH2:13][NH:14][C:15]1[N:16]=[N+:17]([O-:27])[C:18]2[CH:25]=[C:24]([CH3:26])[CH:23]=[CH:22][C:19]=2[N+:20]=1[O-:21])[CH2:9][CH2:8][CH2:7][NH:6][C:4]([C:3]1[CH:39]=[CH:40][CH:41]=[C:42]2[C:47]=1[N:46]=[C:45]([C:48]1[CH:53]=[CH:52][N:51]=[CH:50][CH:49]=1)[CH:44]=[CH:43]2)=[O:5]. (7) Given the reactants [F:1][C@H:2]1[C@@H:7]([O:8][C:9]2[CH:16]=[CH:15][C:14]([C:17]3[N:22]=[C:21]([NH:23][C:24]4[CH:29]=[CH:28][C:27]([N:30]5[CH2:35][CH2:34][N:33]([CH:36]6[CH2:41][CH2:40][O:39][CH2:38][CH2:37]6)[CH2:32][CH2:31]5)=[CH:26][CH:25]=4)[N:20]=[CH:19][N:18]=3)=[CH:13][C:10]=2[C:11]#[N:12])[CH2:6][CH2:5][NH:4][CH2:3]1.C(N(CC)C(C)C)(C)C.CN(C(ON1N=NC2C=CC=NC1=2)=[N+](C)C)C.F[P-](F)(F)(F)(F)F.[C:75](O)(=[O:78])[CH2:76][OH:77], predict the reaction product. The product is: [F:1][C@H:2]1[C@@H:7]([O:8][C:9]2[CH:16]=[CH:15][C:14]([C:17]3[N:22]=[C:21]([NH:23][C:24]4[CH:29]=[CH:28][C:27]([N:30]5[CH2:31][CH2:32][N:33]([CH:36]6[CH2:41][CH2:40][O:39][CH2:38][CH2:37]6)[CH2:34][CH2:35]5)=[CH:26][CH:25]=4)[N:20]=[CH:19][N:18]=3)=[CH:13][C:10]=2[C:11]#[N:12])[CH2:6][CH2:5][N:4]([C:76](=[O:77])[CH2:75][OH:78])[CH2:3]1.